Dataset: Acute oral toxicity (LD50) regression data from Zhu et al.. Task: Regression/Classification. Given a drug SMILES string, predict its toxicity properties. Task type varies by dataset: regression for continuous values (e.g., LD50, hERG inhibition percentage) or binary classification for toxic/non-toxic outcomes (e.g., AMES mutagenicity, cardiotoxicity, hepatotoxicity). Dataset: ld50_zhu. (1) The molecule is CCOP(=S)(OCC)SCn1c(=S)oc2cccnc21. The rat oral LD50 is 3.16, given as -log10 of the dose in mol/kg body weight (higher means more acutely toxic). (2) The compound is CC(C)=CC1C(C(=O)OC(C#N)c2cccc(Oc3ccccc3)c2)C1(C)C. The rat oral LD50 is 3.07, given as -log10 of the dose in mol/kg body weight (higher means more acutely toxic). (3) The molecule is CCCOCCOC(C)=O. The rat oral LD50 is 1.19, given as -log10 of the dose in mol/kg body weight (higher means more acutely toxic).